Task: Predict the reaction yield, written as a fraction of the theoretical maximum amount of product (1.0 means a 100% yield; for example, 0.34 means a 34% yield).. Dataset: Reaction yield outcomes from USPTO patents with 853,638 reactions (1) The reactants are [CH:1]([N:4]1[CH2:9][CH2:8][N:7]([C:10]([C:12]2[CH:13]=[C:14]3[C:18](=[CH:19][CH:20]=2)[NH:17][C:16]([C:21]([N:23]2[CH2:28][CH2:27][CH:26]([O:29][CH3:30])[CH2:25][CH2:24]2)=[O:22])=[CH:15]3)=[O:11])[CH2:6][CH2:5]1)([CH3:3])[CH3:2].[Cl:31][C:32]1[CH:37]=[C:36](B(O)O)[CH:35]=[CH:34][N:33]=1.N1C=CC=CC=1. The catalyst is ClCCl.C([O-])(=O)C.[Cu+2].C([O-])(=O)C. The product is [Cl:31][C:32]1[CH:37]=[C:36]([N:17]2[C:18]3[C:14](=[CH:13][C:12]([C:10]([N:7]4[CH2:8][CH2:9][N:4]([CH:1]([CH3:3])[CH3:2])[CH2:5][CH2:6]4)=[O:11])=[CH:20][CH:19]=3)[CH:15]=[C:16]2[C:21]([N:23]2[CH2:28][CH2:27][CH:26]([O:29][CH3:30])[CH2:25][CH2:24]2)=[O:22])[CH:35]=[CH:34][N:33]=1. The yield is 0.330. (2) The reactants are [Cl:1][C:2]1[N:7]=[C:6]([C:8]2[S:12][C:11]([N:13]3[CH2:18][CH2:17][O:16][CH2:15][CH2:14]3)=[N:10][C:9]=2[C:19]2[C:20]([F:26])=[C:21]([CH:23]=[CH:24][CH:25]=2)[NH2:22])[CH:5]=[CH:4][N:3]=1.[CH:27]1([S:33](Cl)(=[O:35])=[O:34])[CH2:32][CH2:31][CH2:30][CH2:29][CH2:28]1. The catalyst is N1C=CC=CC=1. The product is [Cl:1][C:2]1[N:7]=[C:6]([C:8]2[S:12][C:11]([N:13]3[CH2:14][CH2:15][O:16][CH2:17][CH2:18]3)=[N:10][C:9]=2[C:19]2[C:20]([F:26])=[C:21]([NH:22][S:33]([CH:27]3[CH2:32][CH2:31][CH2:30][CH2:29][CH2:28]3)(=[O:35])=[O:34])[CH:23]=[CH:24][CH:25]=2)[CH:5]=[CH:4][N:3]=1. The yield is 0.370. (3) The reactants are C([O:5][C:6]([C@H:8]1[CH2:12][CH2:11][CH2:10][N:9]1[C:13](=[O:32])[CH2:14]/[CH:15]=[CH:16]/[CH2:17][C:18]([N:20]1[CH2:24][CH2:23][CH2:22][C@@H:21]1[C:25]([O:27]C(C)(C)C)=[O:26])=[O:19])=[O:7])(C)(C)C.FC(F)(F)C(O)=O. The catalyst is ClCCl. The product is [C:25]([C@H:21]1[CH2:22][CH2:23][CH2:24][N:20]1[C:18](=[O:19])[CH2:17]/[CH:16]=[CH:15]/[CH2:14][C:13]([N:9]1[CH2:10][CH2:11][CH2:12][C@@H:8]1[C:6]([OH:7])=[O:5])=[O:32])([OH:27])=[O:26]. The yield is 0.900. (4) The reactants are Br[C:2]1[S:3][CH:4]=[CH:5][CH:6]=1.C([Li])CCC.[NH2:12][C:13]1[CH:24]=[CH:23][C:22]([O:25][Si:26]([C:29]([CH3:32])([CH3:31])[CH3:30])([CH3:28])[CH3:27])=[CH:21][C:14]=1[C:15](N(OC)C)=[O:16].Cl. The catalyst is COC.CCCCCC.O1CCCC1. The product is [NH2:12][C:13]1[CH:24]=[CH:23][C:22]([O:25][Si:26]([C:29]([CH3:30])([CH3:31])[CH3:32])([CH3:28])[CH3:27])=[CH:21][C:14]=1[C:15]([C:2]1[S:3][CH:4]=[CH:5][CH:6]=1)=[O:16]. The yield is 0.460. (5) The reactants are [NH:1]1[CH2:6][CH2:5][CH2:4][CH2:3][C@@H:2]1[CH2:7][O:8][C:9]1[C:17]2[C:16]3[CH:18]=[C:19]([C:22]#[N:23])[N:20]=[CH:21][C:15]=3[N:14](COCC[Si](C)(C)C)[C:13]=2[N:12]=[CH:11][CH:10]=1.Br.[OH-].[Na+].Cl. The catalyst is O1CCOCC1. The yield is 0.370. The product is [NH:1]1[CH2:6][CH2:5][CH2:4][CH2:3][C@@H:2]1[CH2:7][O:8][C:9]1[C:17]2[C:16]3[CH:18]=[C:19]([C:22]#[N:23])[N:20]=[CH:21][C:15]=3[NH:14][C:13]=2[N:12]=[CH:11][CH:10]=1. (6) The reactants are [NH2:1][C:2]1[N:6]([C:7]2[CH:12]=[C:11](I)[CH:10]=[CH:9][N:8]=2)[N:5]=[C:4]([C:14]([NH2:16])=[O:15])[CH:3]=1.[C:17]([C@:19]1([OH:26])[CH2:23][CH2:22][N:21]([CH3:24])[C:20]1=[O:25])#[CH:18]. No catalyst specified. The product is [NH2:1][C:2]1[N:6]([C:7]2[CH:12]=[C:11]([C:18]#[C:17][C@:19]3([OH:26])[CH2:23][CH2:22][N:21]([CH3:24])[C:20]3=[O:25])[CH:10]=[CH:9][N:8]=2)[N:5]=[C:4]([C:14]([NH2:16])=[O:15])[CH:3]=1. The yield is 0.150. (7) The reactants are S(Cl)(Cl)=O.[F:5][C:6]1[CH:14]=[C:13]([N+:15]([O-:17])=[O:16])[CH:12]=[CH:11][C:7]=1[C:8](O)=[O:9].[CH3:18][N:19](C=O)C. No catalyst specified. The product is [CH3:18][NH:19][C:8](=[O:9])[C:7]1[CH:11]=[CH:12][C:13]([N+:15]([O-:17])=[O:16])=[CH:14][C:6]=1[F:5]. The yield is 0.850.